This data is from Catalyst prediction with 721,799 reactions and 888 catalyst types from USPTO. The task is: Predict which catalyst facilitates the given reaction. (1) Reactant: [OH-].[K+].O.CO.[CH3:6][O:7][C:8]1[CH:9]=[C:10]([CH:16]=[CH:17][C:18]2[C:26]3[C:21](=[CH:22][C:23]([C:27]4[CH:32]=[CH:31][C:30]([O:33][CH2:34][O:35][CH3:36])=[C:29]([O:37][CH3:38])[CH:28]=4)=[CH:24][CH:25]=3)[N:20](S(C3C(C)=CC(C)=CC=3C)(=O)=O)[N:19]=2)[CH:11]=[CH:12][C:13]=1[O:14][CH3:15].C(O)(=O)CC(CC(O)=O)(C(O)=O)O. Product: [CH3:6][O:7][C:8]1[CH:9]=[C:10](/[CH:16]=[CH:17]/[C:18]2[C:26]3[C:21](=[CH:22][C:23]([C:27]4[CH:32]=[CH:31][C:30]([O:33][CH2:34][O:35][CH3:36])=[C:29]([O:37][CH3:38])[CH:28]=4)=[CH:24][CH:25]=3)[NH:20][N:19]=2)[CH:11]=[CH:12][C:13]=1[O:14][CH3:15]. The catalyst class is: 1. (2) Reactant: [C:1]([C:4]1[CH:5]=[C:6]([O:23][C:24]([F:27])([F:26])[F:25])[CH:7]=[C:8]2[C:13]=1[O:12][CH:11]([C:14]([F:17])([F:16])[F:15])[C:10]([C:18]([O:20][CH2:21][CH3:22])=[O:19])=[CH:9]2)(=[O:3])[CH3:2].[CH3:28][Mg]Br. Product: [OH:3][C:1]([C:4]1[CH:5]=[C:6]([O:23][C:24]([F:25])([F:27])[F:26])[CH:7]=[C:8]2[C:13]=1[O:12][CH:11]([C:14]([F:16])([F:17])[F:15])[C:10]([C:18]([O:20][CH2:21][CH3:22])=[O:19])=[CH:9]2)([CH3:28])[CH3:2]. The catalyst class is: 1. (3) Reactant: FC(F)(F)S(O)(=O)=O.[Cl:9][C:10]1[CH:16]=[CH:15][C:13]([OH:14])=[CH:12][C:11]=1[OH:17].[Cl:18][CH2:19][CH2:20][C:21](O)=[O:22]. Product: [Cl:18][CH2:19][CH2:20][C:21]([C:15]1[CH:16]=[C:10]([Cl:9])[C:11]([OH:17])=[CH:12][C:13]=1[OH:14])=[O:22]. The catalyst class is: 6. (4) Reactant: C(Cl)Cl.[Cl:4][C:5]1[CH:10]=[CH:9][C:8]([S:11]([CH:14]([C:23]2[CH:28]=[C:27]([F:29])[CH:26]=[CH:25][C:24]=2[F:30])[C:15]2[C:20]([CH3:21])=[CH:19][N:18]=[C:17]([NH2:22])[CH:16]=2)(=[O:13])=[O:12])=[CH:7][CH:6]=1.N1C=CC=CC=1.[CH3:37][S:38](Cl)(=[O:40])=[O:39]. Product: [Cl:4][C:5]1[CH:10]=[CH:9][C:8]([S:11]([CH:14]([C:23]2[CH:28]=[C:27]([F:29])[CH:26]=[CH:25][C:24]=2[F:30])[C:15]2[C:20]([CH3:21])=[CH:19][N:18]=[C:17]([NH:22][S:38]([CH3:37])(=[O:40])=[O:39])[CH:16]=2)(=[O:13])=[O:12])=[CH:7][CH:6]=1. The catalyst class is: 195. (5) Reactant: [Cl:1][C:2]1[CH:30]=[CH:29][C:5]([CH2:6][CH2:7][NH:8][C:9](=[O:28])[C:10]2[CH:15]=[CH:14][C:13]([O:16][C:17]3[CH:22]=[CH:21][C:20]([CH:23]=O)=[CH:19][C:18]=3[CH:25]3[CH2:27][CH2:26]3)=[CH:12][CH:11]=2)=[CH:4][CH:3]=1.[OH-].C[N+](C)(C)CC1C=CC=CC=1.[CH3:43][S:44]([CH2:46][S:47][CH3:48])=[O:45]. Product: [Cl:1][C:2]1[CH:3]=[CH:4][C:5]([CH2:6][CH2:7][NH:8][C:9](=[O:28])[C:10]2[CH:11]=[CH:12][C:13]([O:16][C:17]3[CH:22]=[CH:21][C:20](/[CH:23]=[C:46](\[S:44]([CH3:43])=[O:45])/[S:47][CH3:48])=[CH:19][C:18]=3[CH:25]3[CH2:27][CH2:26]3)=[CH:14][CH:15]=2)=[CH:29][CH:30]=1. The catalyst class is: 1.